Predict the reactants needed to synthesize the given product. From a dataset of Full USPTO retrosynthesis dataset with 1.9M reactions from patents (1976-2016). Given the product [Cl:3][CH2:13][C:12]1[C:7]([O:6][CH3:5])=[N:8][CH:9]=[CH:10][CH:11]=1, predict the reactants needed to synthesize it. The reactants are: S(Cl)([Cl:3])=O.[CH3:5][O:6][C:7]1[C:12]([CH2:13]O)=[CH:11][CH:10]=[CH:9][N:8]=1.